This data is from Experimentally validated miRNA-target interactions with 360,000+ pairs, plus equal number of negative samples. The task is: Binary Classification. Given a miRNA mature sequence and a target amino acid sequence, predict their likelihood of interaction. The miRNA is hsa-miR-3154 with sequence CAGAAGGGGAGUUGGGAGCAGA. The protein sequence of the target gene is MRETLEALSSLGFSVGQPEMAPQSEPREGSHNAQEQMSSSREERALGVCSGHEAPTPEEGAHTEQAEAPCRGQACSAQKAQPVGTCPGEEWMIRKVKVEDEDQEAEEEVEWPQHLSLLPSPFPAPDLGHLAAAYKLEPGAPGALSGLALSGWGPMPEKPYGCGECERRFRDQLTLRLHQRLHRGEGPCACPDCGRSFTQRAHMLLHQRSHRGERPFPCSECDKRFSKKAHLTRHLRTHTGERPYPCAECGKRFSQKIHLGSHQKTHTGERPFPCTECEKRFRKKTHLIRHQRIHTGERPY.... Result: 1 (interaction).